Dataset: Full USPTO retrosynthesis dataset with 1.9M reactions from patents (1976-2016). Task: Predict the reactants needed to synthesize the given product. (1) The reactants are: [CH3:1][O:2][C:3](=[O:14])[C:4]1[CH:9]=[CH:8][C:7](Cl)=[C:6]([N+:11]([O-])=O)[CH:5]=1.[C:15]1([NH:21][C:22](=O)[CH3:23])[CH:20]=[CH:19][CH:18]=[CH:17][CH:16]=1.C([O-])([O-])=O.[Cs+].[Cs+]. Given the product [CH3:1][O:2][C:3]([C:4]1[CH:9]=[CH:8][C:7]2[N:21]([C:15]3[CH:20]=[CH:19][CH:18]=[CH:17][CH:16]=3)[C:22]([CH3:23])=[N:11][C:6]=2[CH:5]=1)=[O:14], predict the reactants needed to synthesize it. (2) The reactants are: Cl[C:2]1[CH:7]=[C:6]([Cl:8])[N:5]=[C:4]([S:9][CH2:10][C:11]2[CH:16]=[CH:15][CH:14]=[C:13]([F:17])[C:12]=2[F:18])[N:3]=1.[CH3:19][C:20]([CH3:23])([O-:22])[CH3:21].[K+]. Given the product [Cl:8][C:6]1[CH:7]=[C:2]([O:22][C:20]([CH3:23])([CH3:21])[CH3:19])[N:3]=[C:4]([S:9][CH2:10][C:11]2[CH:16]=[CH:15][CH:14]=[C:13]([F:17])[C:12]=2[F:18])[N:5]=1, predict the reactants needed to synthesize it. (3) Given the product [C:10]([NH:9][C:7]1[S:8][C:4]2[CH:3]=[C:2]([C:23]3[CH:28]=[CH:27][C:26]([NH:29][C:30](=[O:32])[CH3:31])=[CH:25][CH:24]=3)[CH:14]=[CH:13][C:5]=2[N:6]=1)(=[O:12])[CH3:11], predict the reactants needed to synthesize it. The reactants are: Br[C:2]1[CH:14]=[CH:13][C:5]2[N:6]=[C:7]([NH:9][C:10](=[O:12])[CH3:11])[S:8][C:4]=2[CH:3]=1.CC1(C)C(C)(C)OB([C:23]2[CH:28]=[CH:27][C:26]([NH:29][C:30](=[O:32])[CH3:31])=[CH:25][CH:24]=2)O1. (4) Given the product [C:13]([O:12][C:10]([N:6]1[CH:7]=[CH:8][C:3](=[O:2])[CH2:4][CH:5]1[CH2:24][C:23]1[CH:27]=[CH:28][C:20]([F:19])=[CH:21][CH:22]=1)=[O:11])([CH3:18])([CH3:29])[CH3:14], predict the reactants needed to synthesize it. The reactants are: C[O:2][C:3]1[CH:8]=[CH:7][N:6]=[CH:5][CH:4]=1.Cl[C:10]([O:12][C:13]1[CH:18]=CC=C[CH:14]=1)=[O:11].[F:19][C:20]1[CH:28]=[CH:27][C:23]([CH2:24][Mg]Br)=[CH:22][CH:21]=1.[C:29](O[K])(C)(C)C. (5) Given the product [C:1]([O:4][C@H:5](/[CH:7]=[CH:8]\[C:9]([NH:11][C@@H:12]1[CH2:17][C@H:16]([CH3:18])[C@H:15]([CH2:19]/[CH:20]=[C:21](\[CH3:40])/[CH:22]=[CH:23]/[C@H:24]2[O:31][C@H:30]([CH2:32][C:33]([NH:35][C@H:38]3[CH2:43][CH2:42][C@H:61]([OH:57])[CH2:60][CH2:59]3)=[O:34])[CH2:29][C@:26]3([O:28][CH2:27]3)[C@@H:25]2[OH:39])[O:14][C@@H:13]1[CH3:41])=[O:10])[CH3:6])(=[O:3])[CH3:2], predict the reactants needed to synthesize it. The reactants are: [C:1]([O:4][C@H:5](/[CH:7]=[CH:8]\[C:9]([NH:11][C@@H:12]1[CH2:17][C@H:16]([CH3:18])[C@H:15]([CH2:19]/[CH:20]=[C:21](\[CH3:40])/[CH:22]=[CH:23]/[C@H:24]2[O:31][C@H:30]([CH2:32][C:33]([N:35]([CH3:38])NC)=[O:34])[CH2:29][C@:26]3([O:28][CH2:27]3)[C@@H:25]2[OH:39])[O:14][C@@H:13]1[CH3:41])=[O:10])[CH3:6])(=[O:3])[CH3:2].[CH:42](N(CC)C(C)C)(C)[CH3:43].Cl.Cl.CNNC.[O:57]1[CH2:61][CH2:60][CH2:59]C1.CN(C)C=O. (6) The reactants are: [CH3:1][NH:2][CH3:3].C(O)(=O)C.[CH:8]([C:10]1[CH:11]=[CH:12][C:13]([O:25][CH2:26][C:27]2[CH:32]=[CH:31][CH:30]=[CH:29][CH:28]=2)=[C:14]([CH:24]=1)[C:15]([NH:17][C:18]1[CH:19]=[N:20][CH:21]=[CH:22][CH:23]=1)=[O:16])=O.C(O[BH-](OC(=O)C)OC(=O)C)(=O)C.[Na+].C([O-])(O)=O.[Na+]. Given the product [CH3:1][N:2]([CH2:8][C:10]1[CH:11]=[CH:12][C:13]([O:25][CH2:26][C:27]2[CH:32]=[CH:31][CH:30]=[CH:29][CH:28]=2)=[C:14]([CH:24]=1)[C:15]([NH:17][C:18]1[CH:19]=[N:20][CH:21]=[CH:22][CH:23]=1)=[O:16])[CH3:3], predict the reactants needed to synthesize it. (7) Given the product [C:1]([O:5][C:6]([N:8]1[CH2:13][CH2:12][N:11]([C:14]2[C:19]([CH:20]3[CH2:22][CH2:21]3)=[C:18]([NH2:23])[N:17]=[CH:16][N:15]=2)[CH2:10][CH2:9]1)=[O:7])([CH3:4])([CH3:2])[CH3:3], predict the reactants needed to synthesize it. The reactants are: [C:1]([O:5][C:6]([N:8]1[CH2:13][CH2:12][N:11]([C:14]2[C:19]([CH:20]3[CH2:22][CH2:21]3)=[C:18]([N:23]=C(C3C=CC=CC=3)C3C=CC=CC=3)[N:17]=[CH:16][N:15]=2)[CH2:10][CH2:9]1)=[O:7])([CH3:4])([CH3:3])[CH3:2].Cl.NO.CC([O-])=O.[Na+]. (8) The reactants are: [Cl:1][C:2]1[CH:7]=[CH:6][C:5]([C:8]2[C:9]([C:17]3[CH:22]=[CH:21][C:20]([Cl:23])=[CH:19][C:18]=3[Cl:24])=[N:10][C:11]([C:14](Cl)=[O:15])=[N:12][CH:13]=2)=[CH:4][CH:3]=1.Cl.[C:26]([C:29]1([C:35]2[CH:40]=[CH:39][CH:38]=[CH:37][CH:36]=2)[CH2:34][CH2:33][NH:32][CH2:31][CH2:30]1)(=[O:28])[CH3:27].C(N(CC)CC)C. Given the product [Cl:1][C:2]1[CH:7]=[CH:6][C:5]([C:8]2[C:9]([C:17]3[CH:22]=[CH:21][C:20]([Cl:23])=[CH:19][C:18]=3[Cl:24])=[N:10][C:11]([C:14]([N:32]3[CH2:33][CH2:34][C:29]([C:26](=[O:28])[CH3:27])([C:35]4[CH:36]=[CH:37][CH:38]=[CH:39][CH:40]=4)[CH2:30][CH2:31]3)=[O:15])=[N:12][CH:13]=2)=[CH:4][CH:3]=1, predict the reactants needed to synthesize it. (9) Given the product [F:21][C:22]1[CH:27]=[C:26]([CH:25]=[CH:24][C:23]=1[C:2]1[CH:3]=[C:4]2[C:9](=[CH:10][CH:11]=1)[C:8](=[O:12])[N:7]([CH2:13][CH2:14][N:15]1[CH2:19][CH2:18][CH2:17][C@H:16]1[CH3:20])[CH2:6][CH2:5]2)[C:28]([O:30][CH3:31])=[O:29], predict the reactants needed to synthesize it. The reactants are: Br[C:2]1[CH:3]=[C:4]2[C:9](=[CH:10][CH:11]=1)[C:8](=[O:12])[N:7]([CH2:13][CH2:14][N:15]1[CH2:19][CH2:18][CH2:17][C@H:16]1[CH3:20])[CH2:6][CH2:5]2.[F:21][C:22]1[CH:27]=[C:26]([C:28]([O:30][CH3:31])=[O:29])[CH:25]=[CH:24][C:23]=1B(O)O.